From a dataset of Forward reaction prediction with 1.9M reactions from USPTO patents (1976-2016). Predict the product of the given reaction. (1) Given the reactants Cl[CH2:2][CH2:3][C:4]([CH3:14])([CH3:13])[CH2:5][O:6][CH:7]1[CH2:12][CH2:11][CH2:10][CH2:9][O:8]1.[C:15]1(=[O:25])[NH:19][C:18](=[O:20])[C:17]2=[CH:21][CH:22]=[CH:23][CH:24]=[C:16]12.[K], predict the reaction product. The product is: [CH3:13][C:4]([CH3:14])([CH2:5][O:6][CH:7]1[CH2:12][CH2:11][CH2:10][CH2:9][O:8]1)[CH2:3][CH2:2][N:19]1[C:15](=[O:25])[C:16]2[C:17](=[CH:21][CH:22]=[CH:23][CH:24]=2)[C:18]1=[O:20]. (2) Given the reactants C1(COC2C(OC)=CC=CC=2/C=C/C2N=C3N(C=2C(O)=O)C=CS3)CC1.[CH:27]1([O:32][C:33]2[C:40]([O:41][CH3:42])=[CH:39][CH:38]=[CH:37][C:34]=2[CH:35]=O)[CH2:31][CH2:30][CH2:29][CH2:28]1.[Br-].[CH2:44]([O:46][C:47]([C:49]1[N:56]2[C:52]([S:53][CH:54]=[CH:55]2)=[N:51][C:50]=1[CH2:57][P+](C1C=CC=CC=1)(C1C=CC=CC=1)C1C=CC=CC=1)=[O:48])[CH3:45].[H-].[Na+], predict the reaction product. The product is: [CH:27]1([O:32][C:33]2[C:40]([O:41][CH3:42])=[CH:39][CH:38]=[CH:37][C:34]=2/[CH:35]=[CH:57]/[C:50]2[N:51]=[C:52]3[N:56]([C:49]=2[C:47]([O:46][CH2:44][CH3:45])=[O:48])[CH:55]=[CH:54][S:53]3)[CH2:31][CH2:30][CH2:29][CH2:28]1. (3) Given the reactants [CH2:1]1[C:6]2([CH2:11][CH2:10][CH2:9][CH2:8][CH2:7]2)[CH2:5][CH2:4][NH:3][CH2:2]1.C(OC([NH:19][C:20](=[N:23]C(OC(C)(C)C)=O)SC)=O)(C)(C)C.O, predict the reaction product. The product is: [CH2:1]1[C:6]2([CH2:11][CH2:10][CH2:9][CH2:8][CH2:7]2)[CH2:5][CH2:4][N:3]([C:20]([NH2:23])=[NH:19])[CH2:2]1. (4) Given the reactants [C:1]([NH:9][C:10]1[CH:30]=[CH:29][N:13]([C@@H:14]2[O:28][C@H:25]([CH2:26][OH:27])[C@@H:23]([OH:24])[C@H:15]2[O:16][CH2:17][CH2:18][CH2:19][C:20](=[O:22])[CH3:21])[C:12](=[O:31])[N:11]=1)(=[O:8])[C:2]1[CH:7]=[CH:6][CH:5]=[CH:4][CH:3]=1.[C:32](Cl)([C:49]1[CH:54]=[CH:53][CH:52]=[CH:51][CH:50]=1)([C:41]1[CH:48]=[CH:47][C:44]([O:45][CH3:46])=[CH:43][CH:42]=1)[C:33]1[CH:40]=[CH:39][C:36]([O:37][CH3:38])=[CH:35][CH:34]=1, predict the reaction product. The product is: [C:1]([NH:9][C:10]1[CH:30]=[CH:29][N:13]([C@@H:14]2[O:28][C@H:25]([CH:26]([C:32]([C:49]3[CH:54]=[CH:53][CH:52]=[CH:51][CH:50]=3)([C:41]3[CH:48]=[CH:47][C:44]([O:45][CH3:46])=[CH:43][CH:42]=3)[C:33]3[CH:34]=[CH:35][C:36]([O:37][CH3:38])=[CH:39][CH:40]=3)[OH:27])[C@@H:23]([OH:24])[C@H:15]2[O:16][CH2:17][CH2:18][CH2:19][C:20](=[O:22])[CH3:21])[C:12](=[O:31])[N:11]=1)(=[O:8])[C:2]1[CH:3]=[CH:4][CH:5]=[CH:6][CH:7]=1.